From a dataset of Reaction yield outcomes from USPTO patents with 853,638 reactions. Predict the reaction yield, written as a fraction of the theoretical maximum amount of product (1.0 means a 100% yield; for example, 0.34 means a 34% yield). (1) The reactants are [F:1][C:2]1[CH:7]=[C:6]([F:8])[CH:5]=[CH:4][C:3]=1[C:9]1[C:13]([C:14]2[CH:15]=[CH:16][C:17]3[N:18]([C:20]([CH:23]([CH3:25])[CH3:24])=[N:21][N:22]=3)[N:19]=2)=[CH:12][NH:11][N:10]=1.S(=O)(=O)(O)O. The catalyst is CC(O)(C)C. The product is [C:3]([N:11]1[CH:12]=[C:13]([C:14]2[CH:15]=[CH:16][C:17]3[N:18]([C:20]([CH:23]([CH3:25])[CH3:24])=[N:21][N:22]=3)[N:19]=2)[C:9]([C:3]2[CH:4]=[CH:5][C:6]([F:8])=[CH:7][C:2]=2[F:1])=[N:10]1)([CH3:9])([CH3:4])[CH3:2]. The yield is 0.240. (2) The reactants are Cl[C:2]1[N:7]=[C:6]([NH:8][C:9]2[CH:14]=[CH:13][CH:12]=[CH:11][C:10]=2[S:15]([CH:18]([CH3:20])[CH3:19])(=[O:17])=[O:16])[C:5]([Cl:21])=[CH:4][N:3]=1.[CH3:22][P:23]([C:26]1[N:31]=[C:30]([O:32][CH3:33])[C:29]([NH2:34])=[CH:28][CH:27]=1)([CH3:25])=[O:24].Cl.[OH-].[Na+]. The catalyst is COCCO.C(O)C. The product is [Cl:21][C:5]1[C:6]([NH:8][C:9]2[CH:14]=[CH:13][CH:12]=[CH:11][C:10]=2[S:15]([CH:18]([CH3:20])[CH3:19])(=[O:17])=[O:16])=[N:7][C:2]([NH:34][C:29]2[C:30]([O:32][CH3:33])=[N:31][C:26]([P:23]([CH3:22])([CH3:25])=[O:24])=[CH:27][CH:28]=2)=[N:3][CH:4]=1. The yield is 0.220. (3) The reactants are [C:1]1([CH3:10])[C:2]([N:7]=[C:8]=[O:9])=[CH:3][CH:4]=[CH:5][CH:6]=1.Cl.[NH2:12][CH2:13][C:14]1[CH:22]=[CH:21][CH:20]=[C:19]2[C:15]=1[C:16](=[O:32])[N:17]([CH:24]1[CH2:29][CH2:28][C:27](=[O:30])[NH:26][C:25]1=[O:31])[C:18]2=[O:23].C(N(CC)CC)C. The product is [O:31]=[C:25]1[CH:24]([N:17]2[C:16](=[O:32])[C:15]3[C:19](=[CH:20][CH:21]=[CH:22][C:14]=3[CH2:13][NH:12][C:8]([NH:7][C:2]3[CH:3]=[CH:4][CH:5]=[CH:6][C:1]=3[CH3:10])=[O:9])[C:18]2=[O:23])[CH2:29][CH2:28][C:27](=[O:30])[NH:26]1. The catalyst is C1COCC1. The yield is 0.720. (4) The reactants are C(O[C:9]1[CH:14]=[CH:13][C:12]([C@H:15]2[CH2:17][C@@H:16]2[N+:18]([O-:20])=[O:19])=[CH:11][CH:10]=1)C1C=CC=CC=1.[Br:21]C1C=CC(/C=C/[N+]([O-])=O)=CC=1. No catalyst specified. The product is [Br:21][C:9]1[CH:14]=[CH:13][C:12]([C@@H:15]2[CH2:17][C@H:16]2[N+:18]([O-:20])=[O:19])=[CH:11][CH:10]=1. The yield is 0.270. (5) The reactants are Br[C:2]1[N:7]=[N:6][C:5]([NH2:8])=[N:4][C:3]=1[C:9]1[CH:14]=[CH:13][CH:12]=[CH:11][CH:10]=1.[CH3:15][O:16][C:17]1[CH:22]=[CH:21][CH:20]=[CH:19][C:18]=1B(O)O. No catalyst specified. The product is [CH3:15][O:16][C:17]1[CH:22]=[CH:21][CH:20]=[CH:19][C:18]=1[C:2]1[N:7]=[N:6][C:5]([NH2:8])=[N:4][C:3]=1[C:9]1[CH:14]=[CH:13][CH:12]=[CH:11][CH:10]=1. The yield is 0.480.